Dataset: Forward reaction prediction with 1.9M reactions from USPTO patents (1976-2016). Task: Predict the product of the given reaction. (1) Given the reactants [OH:1][CH2:2][CH2:3][CH2:4][C:5]1[C:13]2[C:8](=[CH:9][CH:10]=[CH:11][CH:12]=2)[NH:7][C:6]=1[C:14]([O:16][CH2:17][CH3:18])=[O:15].[CH2:19]1[C:27]2[C:22](=[CH:23][C:24](O)=[CH:25][CH:26]=2)[CH2:21][CH2:20]1, predict the reaction product. The product is: [CH2:19]1[C:27]2[C:22](=[CH:23][C:24]([O:1][CH2:2][CH2:3][CH2:4][C:5]3[C:13]4[C:8](=[CH:9][CH:10]=[CH:11][CH:12]=4)[NH:7][C:6]=3[C:14]([O:16][CH2:17][CH3:18])=[O:15])=[CH:25][CH:26]=2)[CH2:21][CH2:20]1. (2) Given the reactants [O:1]=[C:2]1[NH:8][C:7]2[N:9]=[C:10]([O:13][CH2:14][CH2:15][CH2:16][CH2:17]OS(C)(=O)=O)[CH:11]=[CH:12][C:6]=2[CH2:5][CH2:4][NH:3]1.[I-:23].[Na+], predict the reaction product. The product is: [I:23][CH2:17][CH2:16][CH2:15][CH2:14][O:13][C:10]1[CH:11]=[CH:12][C:6]2[CH2:5][CH2:4][NH:3][C:2](=[O:1])[NH:8][C:7]=2[N:9]=1. (3) Given the reactants Br[C:2]1[CH:23]=[CH:22][C:5]([C:6]([NH:8][CH:9]2[CH2:14][CH2:13][N:12]([C:15]([O:17][C:18]([CH3:21])([CH3:20])[CH3:19])=[O:16])[CH2:11][CH2:10]2)=[O:7])=[CH:4][C:3]=1[CH3:24].B1(B2OC(C)(C)C(C)(C)O2)OC(C)(C)C(C)(C)O1.C([O-])(=O)C.[K+].Br[C:49]1[CH:78]=[CH:77][C:52]([CH2:53][C@@H:54]([C:73]([O:75][CH3:76])=[O:74])[NH:55][C:56]([C@H:58]2[CH2:63][CH2:62][C@H:61]([CH2:64][NH:65][C:66]([O:68][C:69]([CH3:72])([CH3:71])[CH3:70])=[O:67])[CH2:60][CH2:59]2)=[O:57])=[CH:51][CH:50]=1.C(=O)([O-])[O-].[Na+].[Na+], predict the reaction product. The product is: [C:69]([O:68][C:66]([NH:65][CH2:64][C@H:61]1[CH2:62][CH2:63][C@H:58]([C:56]([NH:55][C@H:54]([C:73]([O:75][CH3:76])=[O:74])[CH2:53][C:52]2[CH:77]=[CH:78][C:49]([C:2]3[CH:23]=[CH:22][C:5]([C:6]([NH:8][CH:9]4[CH2:14][CH2:13][N:12]([C:15]([O:17][C:18]([CH3:21])([CH3:20])[CH3:19])=[O:16])[CH2:11][CH2:10]4)=[O:7])=[CH:4][C:3]=3[CH3:24])=[CH:50][CH:51]=2)=[O:57])[CH2:59][CH2:60]1)=[O:67])([CH3:71])([CH3:72])[CH3:70]. (4) Given the reactants O=C1CCC(=O)N1[C:8]1[C:16]2[C:11](=[CH:12][C:13]([C:26]([O-])=[O:27])=[C:14]([O:17][C:18]3[CH:23]=[CH:22][C:21]([F:24])=[CH:20][C:19]=3[F:25])[CH:15]=2)[N:10]([CH2:29][C:30]([F:33])([CH3:32])[CH3:31])[N:9]=1.[NH2:34][C@H:35]1[CH2:40][CH2:39][CH2:38][NH:37][C:36]1=[O:41], predict the reaction product. The product is: [F:25][C:19]1[CH:20]=[C:21]([F:24])[CH:22]=[CH:23][C:18]=1[O:17][C:14]1[CH:15]=[C:16]2[C:11](=[CH:12][C:13]=1[C:26]([NH:34][C@H:35]1[CH2:40][CH2:39][CH2:38][NH:37][C:36]1=[O:41])=[O:27])[N:10]([CH2:29][C:30]([F:33])([CH3:31])[CH3:32])[N:9]=[CH:8]2. (5) Given the reactants [Cl:1][C:2]1[CH:3]=[CH:4][C:5]2[S:9][CH:8]=[N:7][C:6]=2[CH:10]=1.I[C:12]1[C:13]([NH:26][C@@H:27]2[CH2:32][CH2:31][CH2:30][N:29]([C:33]([O:35][C:36]([CH3:39])([CH3:38])[CH3:37])=[O:34])[CH2:28]2)=[N:14][C:15]([N:20]2[CH2:25][CH2:24][O:23][CH2:22][CH2:21]2)=[N:16][C:17]=1[O:18][CH3:19].C(=O)([O-])[O-].[Cs+].[Cs+], predict the reaction product. The product is: [Cl:1][C:2]1[CH:3]=[CH:4][C:5]2[S:9][C:8]([C:12]3[C:13]([NH:26][C@@H:27]4[CH2:32][CH2:31][CH2:30][N:29]([C:33]([O:35][C:36]([CH3:39])([CH3:38])[CH3:37])=[O:34])[CH2:28]4)=[N:14][C:15]([N:20]4[CH2:21][CH2:22][O:23][CH2:24][CH2:25]4)=[N:16][C:17]=3[O:18][CH3:19])=[N:7][C:6]=2[CH:10]=1. (6) The product is: [O:14]=[CH:13][C@@H:12]([NH:11][C:9](=[O:10])[O:8][CH2:1][C:2]1[CH:7]=[CH:6][CH:5]=[CH:4][CH:3]=1)[CH2:17][CH3:18]. Given the reactants [CH2:1]([O:8][C:9]([NH:11][C@@H:12]([CH2:17][CH3:18])[C:13](OC)=[O:14])=[O:10])[C:2]1[CH:7]=[CH:6][CH:5]=[CH:4][CH:3]=1, predict the reaction product. (7) Given the reactants [ClH:1].[NH2:2][C:3]1[C:12]2[N:13]=[C:14]([CH2:33][CH2:34][CH2:35][CH3:36])[N:15]([CH2:16][CH2:17][CH2:18][CH2:19][NH:20][S:21]([C:24]3[CH:29]=[CH:28][C:27]([N+:30]([O-])=O)=[CH:26][CH:25]=3)(=[O:23])=[O:22])[C:11]=2[C:10]2[CH:9]=[CH:8][CH:7]=[CH:6][C:5]=2[N:4]=1, predict the reaction product. The product is: [ClH:1].[NH2:2][C:3]1[C:12]2[N:13]=[C:14]([CH2:33][CH2:34][CH2:35][CH3:36])[N:15]([CH2:16][CH2:17][CH2:18][CH2:19][NH:20][S:21]([C:24]3[CH:25]=[CH:26][C:27]([NH2:30])=[CH:28][CH:29]=3)(=[O:23])=[O:22])[C:11]=2[C:10]2[CH:9]=[CH:8][CH:7]=[CH:6][C:5]=2[N:4]=1. (8) Given the reactants [C:1]([C:5]1[CH:10]=[CH:9][N:8]=[C:7]([NH2:11])[N:6]=1)([CH3:4])([CH3:3])[CH3:2].[Cl:12][C:13]1[CH:21]=[CH:20][C:16]([C:17](Cl)=[O:18])=[CH:15][N:14]=1.ClC1C=CC(C(NC2C=CC(I)=C(C)C=2)=O)=CN=1, predict the reaction product. The product is: [C:1]([C:5]1[CH:10]=[CH:9][N:8]=[C:7]([NH:11][C:17](=[O:18])[C:16]2[CH:20]=[CH:21][C:13]([Cl:12])=[N:14][CH:15]=2)[N:6]=1)([CH3:4])([CH3:2])[CH3:3]. (9) Given the reactants [N:1]1[C:6]2[O:7][CH2:8][CH2:9][O:10][C:5]=2[CH:4]=[C:3]([CH2:11][N:12]([C:29]([O:31][C:32]([CH3:35])([CH3:34])[CH3:33])=[O:30])[CH:13]2[CH2:18][CH2:17][N:16](C(OCC3C=CC=CC=3)=O)[CH2:15][CH2:14]2)[N:2]=1, predict the reaction product. The product is: [N:1]1[C:6]2[O:7][CH2:8][CH2:9][O:10][C:5]=2[CH:4]=[C:3]([CH2:11][N:12]([CH:13]2[CH2:18][CH2:17][NH:16][CH2:15][CH2:14]2)[C:29](=[O:30])[O:31][C:32]([CH3:35])([CH3:34])[CH3:33])[N:2]=1.